This data is from M1 muscarinic receptor antagonist screen with 61,756 compounds. The task is: Binary Classification. Given a drug SMILES string, predict its activity (active/inactive) in a high-throughput screening assay against a specified biological target. (1) The drug is S(=O)(=O)(NCCC)c1ccc(C(=O)NCC2OCCC2)cc1. The result is 0 (inactive). (2) The molecule is S(c1n(c(nn1)Cc1c2c([nH]c1C)cccc2)CC)CC(=O)N. The result is 0 (inactive).